From a dataset of Forward reaction prediction with 1.9M reactions from USPTO patents (1976-2016). Predict the product of the given reaction. (1) Given the reactants [C:1]([N:11]1[CH2:18][CH2:17][CH2:16][C@@H:12]1[C:13]([OH:15])=O)([O:3][CH2:4][C:5]1[CH:10]=[CH:9][CH:8]=[CH:7][CH:6]=1)=[O:2].C(Cl)CCl.[CH:23]1[CH:24]=CC2N(O)N=[N:29][C:27]=2[CH:28]=1.N1CCCC1, predict the reaction product. The product is: [CH2:4]([O:3][C:1]([N:11]1[CH2:18][CH2:17][CH2:16][C@@H:12]1[C:13]([N:29]1[CH2:24][CH2:23][CH2:28][CH2:27]1)=[O:15])=[O:2])[C:5]1[CH:6]=[CH:7][CH:8]=[CH:9][CH:10]=1. (2) Given the reactants [Cl:1][C:2]1[CH:7]=[CH:6][C:5]([C:8]2[C:14]3[CH:15]=[C:16]([O:19][CH3:20])[CH:17]=[CH:18][C:13]=3[N:12]3[C:21]([CH3:24])=[N:22][N:23]=[C:11]3[C@H:10]([CH2:25][C:26]([OH:28])=O)[N:9]=2)=[CH:4][CH:3]=1.CN(C(O[N:37]1N=N[C:39]2[CH:40]=[CH:41][CH:42]=[N:43][C:38]1=2)=[N+](C)C)C.F[P-](F)(F)(F)(F)F.CCN(C(C)C)C(C)C.NCCCCN[C:68](=[O:74])[O:69][C:70]([CH3:73])([CH3:72])[CH3:71], predict the reaction product. The product is: [Cl:1][C:2]1[CH:3]=[CH:4][C:5]([C:8]2[C:14]3[CH:15]=[C:16]([O:19][CH3:20])[CH:17]=[CH:18][C:13]=3[N:12]3[C:21]([CH3:24])=[N:22][N:23]=[C:11]3[C@H:10]([CH2:25][C:26]([NH:37][CH2:38][CH2:39][CH2:40][CH2:41][CH2:42][NH:43][C:68](=[O:74])[O:69][C:70]([CH3:73])([CH3:72])[CH3:71])=[O:28])[N:9]=2)=[CH:6][CH:7]=1. (3) Given the reactants FC(F)(F)C(O)=O.[NH2:8][C@H:9]([C:19]1[C:24]([C:25]2[CH:26]=[C:27]([CH:31]=[CH:32][CH:33]=2)C(N)=O)=[CH:23][CH:22]=[CH:21][N:20]=1)[CH2:10][C:11]1[CH:16]=[C:15]([F:17])[CH:14]=[C:13]([F:18])[CH:12]=1.[C:34]([C:37]1C=C(C2C([C@@H](NC(=O)OC(C)(C)C)CC3C=C(F)C=C(F)C=3)=NC=CC=2)C=C[CH:42]=1)(=[O:36])[NH2:35], predict the reaction product. The product is: [NH2:8][C@H:9]([C:19]1[C:24]([C:25]2[CH:26]=[C:27]3[C:31]([CH:42]=[CH:37][C:34](=[O:36])[NH:35]3)=[CH:32][CH:33]=2)=[CH:23][CH:22]=[CH:21][N:20]=1)[CH2:10][C:11]1[CH:16]=[C:15]([F:17])[CH:14]=[C:13]([F:18])[CH:12]=1.